This data is from Forward reaction prediction with 1.9M reactions from USPTO patents (1976-2016). The task is: Predict the product of the given reaction. (1) Given the reactants Cl[C:2]1[N:10]=[C:9]([Cl:11])[CH:8]=[CH:7][C:3]=1[C:4]([OH:6])=[O:5].O1CCCC1.[CH3:17][NH2:18], predict the reaction product. The product is: [Cl:11][C:9]1[CH:8]=[CH:7][C:3]([C:4]([OH:6])=[O:5])=[C:2]([NH:18][CH3:17])[N:10]=1. (2) Given the reactants [N:1]12[CH2:9][CH2:8][CH:5]([CH2:6][CH2:7]1)[N:4]([C:10]1[CH:15]=[CH:14][C:13]([NH2:16])=[CH:12][CH:11]=1)[CH2:3][CH2:2]2.[N+:17]([C:20]1[CH:21]=[C:22]([CH:26]=[CH:27][CH:28]=1)[C:23]([Cl:25])=[O:24])([O-:19])=[O:18], predict the reaction product. The product is: [ClH:25].[N:1]12[CH2:9][CH2:8][CH:5]([CH2:6][CH2:7]1)[N:4]([C:10]1[CH:15]=[CH:14][C:13]([NH:16][C:23](=[O:24])[C:22]3[CH:26]=[CH:27][CH:28]=[C:20]([N+:17]([O-:19])=[O:18])[CH:21]=3)=[CH:12][CH:11]=1)[CH2:3][CH2:2]2. (3) Given the reactants [CH:1]1([C:6]([C:8]2[C:9]([O:14][CH3:15])=[N:10][CH:11]=[CH:12][CH:13]=2)=O)[CH2:5][CH:4]=[CH:3][CH2:2]1.O.NN.[OH-].[K+].O, predict the reaction product. The product is: [CH:1]1([CH2:6][C:8]2[C:9]([O:14][CH3:15])=[N:10][CH:11]=[CH:12][CH:13]=2)[CH2:2][CH:3]=[CH:4][CH2:5]1. (4) The product is: [C:13]([C:11]1[CH:10]=[CH:9][CH:8]=[C:7]([C:1]2[CH:6]=[CH:5][CH:4]=[CH:3][CH:2]=2)[N:12]=1)([C:15]1[CH:20]=[CH:19][CH:18]=[C:17]([C:21]2[CH:26]=[CH:25][CH:24]=[CH:23][CH:22]=2)[N:16]=1)=[O:14]. Given the reactants [C:1]1([C:7]2[N:12]=[C:11]([CH:13]([C:15]3[CH:20]=[CH:19][CH:18]=[C:17]([C:21]4[CH:26]=[CH:25][CH:24]=[CH:23][CH:22]=4)[N:16]=3)[OH:14])[CH:10]=[CH:9][CH:8]=2)[CH:6]=[CH:5][CH:4]=[CH:3][CH:2]=1, predict the reaction product. (5) Given the reactants NC1C=CC(OC2C=C3C(=CC=2)OC(C2C=CC=CC=2)CC3)=NC=1.[F:25][C:26]1[CH:27]=[C:28]([CH:32]2[CH2:41][CH2:40][C:39]3[C:34](=[CH:35][CH:36]=[C:37]([O:42][C:43]4[CH:48]=[CH:47][C:46]([N+:49]([O-])=O)=[CH:45][N:44]=4)[CH:38]=3)[O:33]2)[CH:29]=[CH:30][CH:31]=1, predict the reaction product. The product is: [F:25][C:26]1[CH:27]=[C:28]([CH:32]2[CH2:41][CH2:40][C:39]3[C:34](=[CH:35][CH:36]=[C:37]([O:42][C:43]4[N:44]=[CH:45][C:46]([NH2:49])=[CH:47][CH:48]=4)[CH:38]=3)[O:33]2)[CH:29]=[CH:30][CH:31]=1. (6) Given the reactants [Br:1][C:2]1[CH:28]=[CH:27][C:5]([O:6][C:7]2[CH:12]=[CH:11][C:10]([F:13])=[CH:9][C:8]=2[NH:14][S:15]([C:18]2[CH:26]=[CH:25][C:21]([C:22]([OH:24])=O)=[CH:20][CH:19]=2)(=[O:17])=[O:16])=[CH:4][CH:3]=1.[N:29]1[CH:34]=[CH:33][CH:32]=[N:31][C:30]=1[N:35]1[CH2:40][CH2:39][N:38]([CH2:41][CH2:42][NH2:43])[CH2:37][CH2:36]1, predict the reaction product. The product is: [Br:1][C:2]1[CH:3]=[CH:4][C:5]([O:6][C:7]2[CH:12]=[CH:11][C:10]([F:13])=[CH:9][C:8]=2[NH:14][S:15]([C:18]2[CH:19]=[CH:20][C:21]([C:22]([NH:43][CH2:42][CH2:41][N:38]3[CH2:37][CH2:36][N:35]([C:30]4[N:29]=[CH:34][CH:33]=[CH:32][N:31]=4)[CH2:40][CH2:39]3)=[O:24])=[CH:25][CH:26]=2)(=[O:17])=[O:16])=[CH:27][CH:28]=1. (7) The product is: [C:16]([N:19]1[C:27]2[C:22](=[CH:23][CH:24]=[C:25]([N:11]3[CH2:12][C@H:13]([CH3:14])[N:8]([CH2:1][C:2]4[CH:3]=[CH:4][CH:5]=[CH:6][CH:7]=4)[C@H:9]([CH3:15])[CH2:10]3)[CH:26]=2)[CH2:21][CH2:20]1)(=[O:18])[CH3:17]. Given the reactants [CH2:1]([N:8]1[C@H:13]([CH3:14])[CH2:12][NH:11][CH2:10][C@@H:9]1[CH3:15])[C:2]1[CH:7]=[CH:6][CH:5]=[CH:4][CH:3]=1.[C:16]([N:19]1[C:27]2[C:22](=[CH:23][CH:24]=[C:25](Br)[CH:26]=2)[CH2:21][CH2:20]1)(=[O:18])[CH3:17], predict the reaction product. (8) Given the reactants [OH:1][C:2]1[CH:10]=[CH:9][C:5]([C:6]([NH2:8])=[O:7])=[CH:4][CH:3]=1.C(=O)([O-])[O-].[K+].[K+].CN(C=O)C.Cl[CH2:23][CH2:24][CH:25]([O:29][CH2:30][CH3:31])[O:26][CH2:27][CH3:28], predict the reaction product. The product is: [CH2:27]([O:26][CH:25]([O:29][CH2:30][CH3:31])[CH2:24][CH2:23][O:1][C:2]1[CH:10]=[CH:9][C:5]([C:6]([NH2:8])=[O:7])=[CH:4][CH:3]=1)[CH3:28]. (9) Given the reactants Br[CH:2]([C:8]1[CH:13]=[CH:12][CH:11]=[CH:10][CH:9]=1)[C:3]([O:5][CH2:6][CH3:7])=[O:4].CC[N:16]([CH:20]([CH3:22])C)[CH:17]([CH3:19])C.N1CCCC1, predict the reaction product. The product is: [C:8]1([CH:2]([N:16]2[CH2:17][CH2:19][CH2:22][CH2:20]2)[C:3]([O:5][CH2:6][CH3:7])=[O:4])[CH:13]=[CH:12][CH:11]=[CH:10][CH:9]=1.